Dataset: Full USPTO retrosynthesis dataset with 1.9M reactions from patents (1976-2016). Task: Predict the reactants needed to synthesize the given product. Given the product [C:29]1([N:22]([C:18]2[CH:19]=[CH:20][C:21]3[NH:9][C:10]4[C:15]([C:16]=3[CH:17]=2)=[CH:14][CH:13]=[CH:12][CH:11]=4)[C:23]2[CH:24]=[CH:25][CH:26]=[CH:27][CH:28]=2)[CH:30]=[CH:31][CH:32]=[CH:33][CH:34]=1, predict the reactants needed to synthesize it. The reactants are: [OH-].[K+].CSC.C([N:9]1[C:21]2[CH:20]=[CH:19][C:18]([N:22]([C:29]3[CH:34]=[CH:33][CH:32]=[CH:31][CH:30]=3)[C:23]3[CH:28]=[CH:27][CH:26]=[CH:25][CH:24]=3)=[CH:17][C:16]=2[C:15]2[C:10]1=[CH:11][CH:12]=[CH:13][CH:14]=2)(=O)C.O.